The task is: Predict the reaction yield, written as a fraction of the theoretical maximum amount of product (1.0 means a 100% yield; for example, 0.34 means a 34% yield).. This data is from Reaction yield outcomes from USPTO patents with 853,638 reactions. (1) The reactants are Cl[C:2]1[CH:11]=[CH:10][C:5]([C:6]([O:8][CH3:9])=[O:7])=[C:4]([N+:12]([O-:14])=[O:13])[CH:3]=1.[F:15][C:16]1[CH:17]=[C:18](B(O)O)[CH:19]=[CH:20][C:21]=1[O:22][CH3:23].[F-].[Cs+].O. The catalyst is C(OCC)(=O)C.C1CCC(P(C2CCCCC2)C2CCCCC2)CC1.C1CCC(P(C2CCCCC2)C2CCCCC2)CC1.Cl[Pd]Cl.CCCCCC.C(OCC)(=O)C.C(#N)C. The product is [F:15][C:16]1[CH:17]=[C:18]([C:2]2[CH:11]=[CH:10][C:5]([C:6]([O:8][CH3:9])=[O:7])=[C:4]([N+:12]([O-:14])=[O:13])[CH:3]=2)[CH:19]=[CH:20][C:21]=1[O:22][CH3:23]. The yield is 0.790. (2) The reactants are C[C:2](C)=[CH:3][CH:4]=[O:5].O=P(Cl)(Cl)Cl.[CH2:12]([N:17]([CH2:37][CH2:38][CH:39]([CH3:41])[CH3:40])[C:18]([C:20]1[CH:25]=[CH:24][N:23]2[N:26]=[C:27]([C:29]([N:31]3[CH2:36][CH2:35]C[CH2:33][CH2:32]3)=[O:30])[CH:28]=[C:22]2[CH:21]=1)=[O:19])[CH2:13][CH:14]([CH3:16])[CH3:15].C(=O)(O)[O-:43].[Na+].[NH4+].[Cl-]. The catalyst is ClC(Cl)C.CO.O. The product is [CH2:12]([N:17]([CH2:37][CH2:38][CH:39]([CH3:41])[CH3:40])[C:18]([C:20]1[CH:25]=[CH:24][N:23]2[N:26]=[C:27]([C:29]([N:31]3[CH2:32][CH2:33][O:43][CH2:35][CH2:36]3)=[O:30])[C:28](/[CH:2]=[CH:3]/[CH:4]=[O:5])=[C:22]2[CH:21]=1)=[O:19])[CH2:13][CH:14]([CH3:16])[CH3:15]. The yield is 0.780.